This data is from Catalyst prediction with 721,799 reactions and 888 catalyst types from USPTO. The task is: Predict which catalyst facilitates the given reaction. (1) The catalyst class is: 9. Product: [CH2:12]([C:8]1[C:7]2[O:14][CH:2]([C:15]3[CH:20]=[CH:19][CH:18]=[CH:17][CH:16]=3)[C:3](=[O:4])[NH:5][C:6]=2[CH:11]=[CH:10][CH:9]=1)[CH3:13]. Reactant: Cl[CH:2]([C:15]1[CH:20]=[CH:19][CH:18]=[CH:17][CH:16]=1)[C:3]([NH:5][C:6]1[CH:11]=[CH:10][CH:9]=[C:8]([CH2:12][CH3:13])[C:7]=1[OH:14])=[O:4].C(=O)([O-])[O-].[K+].[K+].Cl.O. (2) Reactant: [NH2:1][C:2]([O:4][CH:5]1[CH2:10][CH2:9][CH2:8][N:7]([C:11]2[N:12]=[C:13]3[CH:30]=[C:29]([C:31]([NH:33][C:34]4[S:35][CH:36]=[C:37]([CH:39]5[CH2:42][CH2:41][CH2:40]5)[N:38]=4)=[O:32])[CH:28]=[CH:27][N:14]3[C:15](=[O:26])[C:16]=2/[CH:17]=[CH:18]/[C:19]([O:21]C(C)(C)C)=[O:20])[CH2:6]1)=[O:3].Cl. Product: [NH2:1][C:2]([O:4][CH:5]1[CH2:10][CH2:9][CH2:8][N:7]([C:11]2[N:12]=[C:13]3[CH:30]=[C:29]([C:31]([NH:33][C:34]4[S:35][CH:36]=[C:37]([CH:39]5[CH2:42][CH2:41][CH2:40]5)[N:38]=4)=[O:32])[CH:28]=[CH:27][N:14]3[C:15](=[O:26])[C:16]=2/[CH:17]=[CH:18]/[C:19]([OH:21])=[O:20])[CH2:6]1)=[O:3]. The catalyst class is: 12. (3) Reactant: [CH2:1]([C@@H:8]1[C:15](=[O:16])[NH:14][CH2:13][C:12]2[CH:17]=[CH:18][CH:19]=[CH:20][C:11]=2[CH2:10][N:9]1[S:21]([C:24]1[CH:25]=[CH:26][CH:27]=[C:28]2[C:33]=1[N:32]=[CH:31][CH:30]=[CH:29]2)(=[O:23])=[O:22])[C:2]1[CH:7]=[CH:6][CH:5]=[CH:4][CH:3]=1.[H-].[Na+].[CH3:36]I. Product: [CH2:1]([C@@H:8]1[C:15](=[O:16])[N:14]([CH3:36])[CH2:13][C:12]2[CH:17]=[CH:18][CH:19]=[CH:20][C:11]=2[CH2:10][N:9]1[S:21]([C:24]1[CH:25]=[CH:26][CH:27]=[C:28]2[C:33]=1[N:32]=[CH:31][CH:30]=[CH:29]2)(=[O:22])=[O:23])[C:2]1[CH:7]=[CH:6][CH:5]=[CH:4][CH:3]=1. The catalyst class is: 20. (4) Reactant: [C:1]([C:4]1[CH:9]=[CH:8][CH:7]=[CH:6][CH:5]=1)(=[O:3])[CH3:2].CO[CH:12](OC)[N:13]([CH3:15])[CH3:14]. Product: [CH3:12][N:13]([CH3:15])[CH:14]=[CH:2][C:1]([C:4]1[CH:9]=[CH:8][CH:7]=[CH:6][CH:5]=1)=[O:3]. The catalyst class is: 3. (5) Reactant: [CH:1]1([N:4]2[C:8]([CH:9]3[CH2:11][CH2:10]3)=[N:7][N:6]=[C:5]2[C:12]([NH2:15])([CH3:14])[CH3:13])[CH2:3][CH2:2]1.[Br:16][C:17]1[CH:27]=[CH:26]C=[C:19]2[C:20](OC(=O)[C:18]=12)=[O:21].[OH-].[Na+].[C:30]([OH:33])(=O)[CH3:31]. Product: [Br:16][C:17]1[CH:18]=[C:19]2[C:31](=[CH:26][CH:27]=1)[C:30](=[O:33])[N:15]([C:12]([C:5]1[N:4]([CH:1]3[CH2:3][CH2:2]3)[C:8]([CH:9]3[CH2:11][CH2:10]3)=[N:7][N:6]=1)([CH3:13])[CH3:14])[C:20]2=[O:21]. The catalyst class is: 408.